This data is from Full USPTO retrosynthesis dataset with 1.9M reactions from patents (1976-2016). The task is: Predict the reactants needed to synthesize the given product. (1) Given the product [F:21][C:17]1[CH:18]=[CH:19][C:20]2[CH:12]([CH2:11][N:9]3[CH2:8][CH2:7][NH:6][CH2:5][CH2:10]3)[CH2:13][CH2:14][C:15]=2[C:16]=1[C:22]#[N:23], predict the reactants needed to synthesize it. The reactants are: CC([CH:5]1[CH2:10][N:9]([CH2:11][CH:12]2[C:20]3[C:15](=[C:16]([C:22]#[N:23])[C:17]([F:21])=[CH:18][CH:19]=3)[CH2:14][CH2:13]2)[CH2:8][CH2:7][N:6]1C([O-])=O)(C)C.Cl. (2) Given the product [NH2:37][C@H:29]([CH2:30][C:31]1[CH:32]=[CH:33][CH:34]=[CH:35][CH:36]=1)[C:28]([N:25]1[CH2:24][CH2:23][CH:22]([N:13]2[N:12]=[C:11]([C:5]3[CH:6]=[CH:7][C:8]([O:9][CH3:10])=[C:3]([O:2][CH3:1])[CH:4]=3)[C@H:20]3[C@H:15]([CH2:16][CH2:17][CH2:18][CH2:19]3)[C:14]2=[O:21])[CH2:27][CH2:26]1)=[O:45], predict the reactants needed to synthesize it. The reactants are: [CH3:1][O:2][C:3]1[CH:4]=[C:5]([C:11]2[C@H:20]3[C@H:15]([CH2:16][CH2:17][CH2:18][CH2:19]3)[C:14](=[O:21])[N:13]([CH:22]3[CH2:27][CH2:26][N:25]([C:28](=[O:45])[C@H:29]([NH:37]C(=O)OC(C)(C)C)[CH2:30][C:31]4[CH:36]=[CH:35][CH:34]=[CH:33][CH:32]=4)[CH2:24][CH2:23]3)[N:12]=2)[CH:6]=[CH:7][C:8]=1[O:9][CH3:10].Cl. (3) Given the product [CH2:55]1[C:56]2[C:61](=[CH:60][CH:59]=[CH:58][CH:57]=2)[CH2:62][CH2:63][N:54]1[CH2:53][CH:52]([OH:64])[CH2:51][NH:50][C:12](=[O:14])[C:11]1[CH:10]=[CH:9][C:8]([O:7][CH:4]2[CH2:3][CH2:2][O:1][CH2:6][CH2:5]2)=[CH:16][CH:15]=1, predict the reactants needed to synthesize it. The reactants are: [O:1]1[CH2:6][CH2:5][CH:4]([O:7][C:8]2[CH:16]=[CH:15][C:11]([C:12]([OH:14])=O)=[CH:10][CH:9]=2)[CH2:3][CH2:2]1.CCN(C(C)C)C(C)C.CN(C(ON1N=NC2C=CC=NC1=2)=[N+](C)C)C.F[P-](F)(F)(F)(F)F.[NH2:50][CH2:51][CH:52]([OH:64])[CH2:53][N:54]1[CH2:63][CH2:62][C:61]2[C:56](=[CH:57][CH:58]=[CH:59][CH:60]=2)[CH2:55]1. (4) Given the product [C:33]([OH:32])(=[O:35])/[CH:34]=[CH:10]/[C:21]([OH:22])=[O:38].[F:1][C:2]1[C:7]([C:8]2[CH:9]=[C:10]([CH2:21][NH:45][CH3:44])[S:11][C:12]=2[S:13]([N:16]2[CH:20]=[CH:19][CH:18]=[CH:17]2)(=[O:15])=[O:14])=[CH:6][CH:5]=[CH:4][N:3]=1, predict the reactants needed to synthesize it. The reactants are: [F:1][C:2]1[C:7]([C:8]2[CH:9]=[C:10]([CH:21]=[O:22])[S:11][C:12]=2[S:13]([N:16]2[CH:20]=[CH:19][CH:18]=[CH:17]2)(=[O:15])=[O:14])=[CH:6][CH:5]=[CH:4][N:3]=1.[C:33]([O:32][BH-]([O:32][C:33](=[O:35])[CH3:34])[O:32][C:33](=[O:35])[CH3:34])(=[O:35])[CH3:34].[Na+].S([O-])([O-])(=O)=[O:38].[Mg+2].Cl.[CH3:44][NH2:45]. (5) Given the product [F:1][C:2]1[CH:9]=[CH:8][C:7]([N:10]2[CH2:14][CH2:13][N:12]([C:15]3[CH:16]=[N:17][CH:18]=[CH:19][C:20]=3[CH3:21])[C:11]2=[O:22])=[CH:6][C:3]=1[CH:4]=[N:24][OH:25], predict the reactants needed to synthesize it. The reactants are: [F:1][C:2]1[CH:9]=[CH:8][C:7]([N:10]2[CH2:14][CH2:13][N:12]([C:15]3[CH:16]=[N:17][CH:18]=[CH:19][C:20]=3[CH3:21])[C:11]2=[O:22])=[CH:6][C:3]=1[CH:4]=O.Cl.[NH2:24][OH:25].N1C=CC=CC=1.CO. (6) Given the product [OH:20][C:19]([C:2]1[CH:10]=[CH:9][C:5]([C:6]([OH:8])=[O:7])=[CH:4][CH:3]=1)([CH3:21])[CH3:18], predict the reactants needed to synthesize it. The reactants are: I[C:2]1[CH:10]=[CH:9][C:5]([C:6]([OH:8])=[O:7])=[CH:4][CH:3]=1.[Cl-].[Li+].C([Mg]Cl)(C)C.[CH3:18][C:19]([CH3:21])=[O:20].Cl.